This data is from Forward reaction prediction with 1.9M reactions from USPTO patents (1976-2016). The task is: Predict the product of the given reaction. (1) Given the reactants O[CH2:2][CH2:3][CH2:4][C:5]1[N:9]([CH2:10][C:11]2[CH:18]=[CH:17][C:14]([C:15]#[N:16])=[CH:13][C:12]=2[Br:19])[CH:8]=[N:7][CH:6]=1.[Cl-].CC([O-])(C)C.[K+], predict the reaction product. The product is: [Br:19][C:12]1[CH:13]=[C:14]([CH:17]=[CH:18][C:11]=1[CH:10]1[N:9]2[CH:8]=[N:7][CH:6]=[C:5]2[CH2:4][CH2:3][CH2:2]1)[C:15]#[N:16]. (2) Given the reactants [Cl:1][C:2]1[CH:7]=[CH:6][C:5]([S:8]([N:11]2[CH:16]3[CH2:17][CH2:18][CH2:19][CH:12]2[C:13](=[CH:21]O)[C:14](=O)[CH2:15]3)(=[O:10])=[O:9])=[CH:4][CH:3]=1.[NH2:23][C:24]1[C:28]([C:29]2[CH:34]=[CH:33][CH:32]=[CH:31][CH:30]=2)=[CH:27][NH:26][N:25]=1, predict the reaction product. The product is: [Cl:1][C:2]1[CH:7]=[CH:6][C:5]([S:8]([N:11]2[CH:16]3[CH2:17][CH2:18][CH2:19][CH:12]2[C:13]2[CH:21]=[N:23][C:24]4[N:25]([C:14]=2[CH2:15]3)[N:26]=[CH:27][C:28]=4[C:29]2[CH:34]=[CH:33][CH:32]=[CH:31][CH:30]=2)(=[O:10])=[O:9])=[CH:4][CH:3]=1. (3) Given the reactants FC1C=CC=CC=1C1[C:9](=[O:23])[C:10]([C:15]2[CH:20]=[CH:19][CH:18]=[C:17]([O:21][CH3:22])[CH:16]=2)=[C:11]([CH3:14])[C:12]=1[OH:13].OCCNN, predict the reaction product. The product is: [CH3:22][O:21][C:17]1[CH:16]=[C:15]([C:10]2[C:9](=[O:23])[O:13][CH2:12][C:11]=2[CH3:14])[CH:20]=[CH:19][CH:18]=1. (4) Given the reactants [NH2:1][C:2]1[C:7]([C:8]#[N:9])=[C:6](SC)[C:5]([C:12]#[N:13])=[C:4]([S:14][CH2:15][C:16]2[N:17]=[C:18]([C:21]3[CH:26]=[CH:25][C:24]([Cl:27])=[CH:23][CH:22]=3)[S:19][CH:20]=2)[N:3]=1.[OH:28][CH:29]1[CH2:34][CH2:33][NH:32][CH2:31][CH2:30]1.[Cl-].[NH4+].C(OCC)(=O)C, predict the reaction product. The product is: [NH2:1][C:2]1[C:7]([C:8]#[N:9])=[C:6]([N:32]2[CH2:33][CH2:34][CH:29]([OH:28])[CH2:30][CH2:31]2)[C:5]([C:12]#[N:13])=[C:4]([S:14][CH2:15][C:16]2[N:17]=[C:18]([C:21]3[CH:22]=[CH:23][C:24]([Cl:27])=[CH:25][CH:26]=3)[S:19][CH:20]=2)[N:3]=1. (5) Given the reactants [CH3:1][C:2]1[N:7]2[N:8]=[C:9]([CH2:11][CH2:12][C:13]3[N:18]=[C:17]([N+:19]([O-])=O)[C:16]([OH:22])=[CH:15][CH:14]=3)[N:10]=[C:6]2[C:5]([CH3:23])=[N:4][CH:3]=1, predict the reaction product. The product is: [NH2:19][C:17]1[C:16]([OH:22])=[CH:15][CH:14]=[C:13]([CH2:12][CH2:11][C:9]2[N:10]=[C:6]3[C:5]([CH3:23])=[N:4][CH:3]=[C:2]([CH3:1])[N:7]3[N:8]=2)[N:18]=1.